Dataset: Forward reaction prediction with 1.9M reactions from USPTO patents (1976-2016). Task: Predict the product of the given reaction. (1) Given the reactants [Cl:1][C:2]1[CH:3]=[C:4]([CH:7]=[C:8]([Cl:28])[C:9]=1[N:10]1[CH:27]=[C:13]2[C:14]([NH:18][C:19]3[CH:24]=[C:23]([CH2:25][OH:26])[N:22]=[CH:21][N:20]=3)=[N:15][CH:16]=[CH:17][C:12]2=[N:11]1)[C:5]#[N:6].CCN(S(F)(F)[F:35])CC.C(#N)C, predict the reaction product. The product is: [OH-:26].[NH4+:6].[Cl:1][C:2]1[CH:3]=[C:4]([CH:7]=[C:8]([Cl:28])[C:9]=1[N:10]1[CH:27]=[C:13]2[C:14]([NH:18][C:19]3[CH:24]=[C:23]([CH2:25][F:35])[N:22]=[CH:21][N:20]=3)=[N:15][CH:16]=[CH:17][C:12]2=[N:11]1)[C:5]#[N:6]. (2) Given the reactants [Cl:1][C:2]1[C:7]([NH2:8])=[C:6]([NH2:9])[CH:5]=[CH:4][N:3]=1.[C:10](OCC)(=O)[CH:11]=[O:12].C1(C)C=CC=CC=1, predict the reaction product. The product is: [Cl:1][C:2]1[C:7]2[N:8]=[CH:10][C:11](=[O:12])[NH:9][C:6]=2[CH:5]=[CH:4][N:3]=1. (3) Given the reactants C[N:2]1[CH2:7][CH2:6][CH:5]([O:8][CH2:9][C:10]2[CH:15]=[CH:14][CH:13]=[C:12]([N+:16]([O-])=O)[CH:11]=2)[CH2:4][CH2:3]1.[C:19](O)(=O)C, predict the reaction product. The product is: [CH3:19][CH:9]([O:8][CH:5]1[CH2:4][CH2:3][NH:2][CH2:7][CH2:6]1)[C:10]1[CH:11]=[C:12]([NH2:16])[CH:13]=[CH:14][CH:15]=1. (4) The product is: [C:11]([O:15][C:16]([NH:1][C@@H:2]([CH2:6][CH:7]=[CH2:8])[C:3]([OH:5])=[O:4])=[O:17])([CH3:14])([CH3:13])[CH3:12]. Given the reactants [NH2:1][C@@H:2]([CH2:6][CH:7]=[CH2:8])[C:3]([OH:5])=[O:4].[OH-].[Na+].[C:11]([O:15][C:16](O[C:16]([O:15][C:11]([CH3:14])([CH3:13])[CH3:12])=[O:17])=[O:17])([CH3:14])([CH3:13])[CH3:12], predict the reaction product. (5) Given the reactants [Na].[CH3:2][O:3][C:4]1[C:13]2[C:8](=[C:9]([O:14][CH3:15])[CH:10]=[CH:11][CH:12]=2)[N:7]=[C:6]([C:16]([N:18]2[CH2:23][CH2:22][C:21]3([CH2:32][C:31](=[O:33])[C:30]4[C:25](=[CH:26][CH:27]=[C:28]([C:34]5[NH:38][N:37]=[N:36][N:35]=5)[CH:29]=4)[O:24]3)[CH2:20][CH2:19]2)=[O:17])[CH:5]=1.[CH3:39]I, predict the reaction product. The product is: [CH3:2][O:3][C:4]1[C:13]2[C:8](=[C:9]([O:14][CH3:15])[CH:10]=[CH:11][CH:12]=2)[N:7]=[C:6]([C:16]([N:18]2[CH2:23][CH2:22][C:21]3([CH2:32][C:31](=[O:33])[C:30]4[C:25](=[CH:26][CH:27]=[C:28]([C:34]5[N:38]([CH3:39])[N:37]=[N:36][N:35]=5)[CH:29]=4)[O:24]3)[CH2:20][CH2:19]2)=[O:17])[CH:5]=1. (6) Given the reactants [CH2:1]([C:8]1[S:12][C:11]2[CH:13]=[CH:14][CH:15]=[CH:16][C:10]=2[C:9]=1[C:17]1[CH:22]=[CH:21][C:20]([C:23]2[CH:28]=[CH:27][C:26]([OH:29])=[C:25]([Br:30])[CH:24]=2)=[CH:19][CH:18]=1)[C:2]1[CH:7]=[CH:6][CH:5]=[CH:4][CH:3]=1.Br[CH2:32][C:33]([O:35]C)=[O:34], predict the reaction product. The product is: [CH2:1]([C:8]1[S:12][C:11]2[CH:13]=[CH:14][CH:15]=[CH:16][C:10]=2[C:9]=1[C:17]1[CH:22]=[CH:21][C:20]([C:23]2[CH:28]=[CH:27][C:26]([O:29][CH2:32][C:33]([OH:35])=[O:34])=[C:25]([Br:30])[CH:24]=2)=[CH:19][CH:18]=1)[C:2]1[CH:3]=[CH:4][CH:5]=[CH:6][CH:7]=1.